From a dataset of NCI-60 drug combinations with 297,098 pairs across 59 cell lines. Regression. Given two drug SMILES strings and cell line genomic features, predict the synergy score measuring deviation from expected non-interaction effect. (1) Drug 1: C1=CC(=CC=C1C#N)C(C2=CC=C(C=C2)C#N)N3C=NC=N3. Drug 2: CC1=C2C(C(=O)C3(C(CC4C(C3C(C(C2(C)C)(CC1OC(=O)C(C(C5=CC=CC=C5)NC(=O)C6=CC=CC=C6)O)O)OC(=O)C7=CC=CC=C7)(CO4)OC(=O)C)O)C)OC(=O)C. Cell line: OVCAR3. Synergy scores: CSS=46.3, Synergy_ZIP=10.1, Synergy_Bliss=9.56, Synergy_Loewe=-13.6, Synergy_HSA=-0.124. (2) Drug 1: CC1=C2C(C(=O)C3(C(CC4C(C3C(C(C2(C)C)(CC1OC(=O)C(C(C5=CC=CC=C5)NC(=O)C6=CC=CC=C6)O)O)OC(=O)C7=CC=CC=C7)(CO4)OC(=O)C)O)C)OC(=O)C. Drug 2: CC1=C(C(=CC=C1)Cl)NC(=O)C2=CN=C(S2)NC3=CC(=NC(=N3)C)N4CCN(CC4)CCO. Cell line: HCT-15. Synergy scores: CSS=3.27, Synergy_ZIP=-1.14, Synergy_Bliss=-0.209, Synergy_Loewe=-2.20, Synergy_HSA=-1.58. (3) Drug 1: C1CCN(CC1)CCOC2=CC=C(C=C2)C(=O)C3=C(SC4=C3C=CC(=C4)O)C5=CC=C(C=C5)O. Drug 2: C1=CC(=CC=C1CCCC(=O)O)N(CCCl)CCCl. Cell line: IGROV1. Synergy scores: CSS=18.3, Synergy_ZIP=-0.220, Synergy_Bliss=-2.22, Synergy_Loewe=-3.71, Synergy_HSA=-2.94. (4) Drug 1: CC1C(C(CC(O1)OC2CC(CC3=C2C(=C4C(=C3O)C(=O)C5=C(C4=O)C(=CC=C5)OC)O)(C(=O)C)O)N)O.Cl. Drug 2: C1=CN(C(=O)N=C1N)C2C(C(C(O2)CO)O)O.Cl. Cell line: SK-MEL-2. Synergy scores: CSS=29.7, Synergy_ZIP=-1.85, Synergy_Bliss=5.53, Synergy_Loewe=5.09, Synergy_HSA=7.62. (5) Drug 1: CC12CCC(CC1=CCC3C2CCC4(C3CC=C4C5=CN=CC=C5)C)O. Drug 2: CC1OCC2C(O1)C(C(C(O2)OC3C4COC(=O)C4C(C5=CC6=C(C=C35)OCO6)C7=CC(=C(C(=C7)OC)O)OC)O)O. Cell line: NCI-H322M. Synergy scores: CSS=5.68, Synergy_ZIP=-1.65, Synergy_Bliss=-0.535, Synergy_Loewe=-1.37, Synergy_HSA=-1.41.